This data is from CYP2D6 inhibition data for predicting drug metabolism from PubChem BioAssay. The task is: Regression/Classification. Given a drug SMILES string, predict its absorption, distribution, metabolism, or excretion properties. Task type varies by dataset: regression for continuous measurements (e.g., permeability, clearance, half-life) or binary classification for categorical outcomes (e.g., BBB penetration, CYP inhibition). Dataset: cyp2d6_veith. (1) The molecule is COc1ccc(NC(=O)N2CC3(CCN(C(=O)c4csnn4)CC3)C2)cc1. The result is 0 (non-inhibitor). (2) The compound is COc1ccc(OCC(O)COc2ccc(C(=O)O)cc2)cc1. The result is 0 (non-inhibitor). (3) The molecule is CCNc1ncc2nc(-c3ccccc3)c(=O)n(-c3ccc(OC)cc3)c2n1. The result is 1 (inhibitor). (4) The drug is O=C(NCCN1CCN(C(=O)C(c2ccccc2)c2ccccc2)CC1)C(=O)Nc1ccccc1. The result is 0 (non-inhibitor). (5) The compound is Cc1ccnc(N2C(=O)C3C4CC(C(Br)C4Br)C3C2=O)c1. The result is 0 (non-inhibitor). (6) The molecule is Br.CC[C@H]1CN2CC[C@@H]1C[C@H]2[C@@H](O)c1ccnc2ccc(OC)cc12.O. The result is 1 (inhibitor).